Dataset: Catalyst prediction with 721,799 reactions and 888 catalyst types from USPTO. Task: Predict which catalyst facilitates the given reaction. (1) Reactant: [C:1](=[O:9])([S:6][CH2:7][CH3:8])[O:2][CH:3](Cl)[CH3:4].[I-:10].[Na+].C1OCCOCCOCCOCCOCCOC1.C(OCC)(=O)C. Product: [C:1](=[O:9])([O:2][CH:3]([I:10])[CH3:4])[S:6][CH2:7][CH3:8]. The catalyst class is: 11. (2) The catalyst class is: 8. Product: [OH:1][CH:2]1[CH2:7][CH2:6][CH2:5][CH:4]([NH:8][C:9]2[C:10]3[N:11]([CH:17]=[CH:18][CH:19]=3)[N:12]=[CH:13][C:14]=2[C:15]([NH2:16])=[O:20])[CH2:3]1. Reactant: [OH:1][CH:2]1[CH2:7][CH2:6][CH2:5][CH:4]([NH:8][C:9]2[C:10]3[N:11]([CH:17]=[CH:18][CH:19]=3)[N:12]=[CH:13][C:14]=2[C:15]#[N:16])[CH2:3]1.[OH-:20].[NH4+].OO.